This data is from Reaction yield outcomes from USPTO patents with 853,638 reactions. The task is: Predict the reaction yield, written as a fraction of the theoretical maximum amount of product (1.0 means a 100% yield; for example, 0.34 means a 34% yield). (1) The reactants are [F:1][C:2]1[CH:3]=[C:4]([C:10]2[C:11]([C:17]3[CH:22]=[CH:21][C:20]([O:23][CH3:24])=[CH:19][CH:18]=3)=[CH:12][C:13](=[O:16])[NH:14][N:15]=2)[CH:5]=[CH:6][C:7]=1[O:8][CH3:9].[CH2:25](Br)[CH:26]([CH3:28])[CH3:27]. No catalyst specified. The product is [F:1][C:2]1[CH:3]=[C:4]([C:10]2[C:11]([C:17]3[CH:18]=[CH:19][C:20]([O:23][CH3:24])=[CH:21][CH:22]=3)=[CH:12][C:13](=[O:16])[N:14]([CH2:25][CH:26]([CH3:28])[CH3:27])[N:15]=2)[CH:5]=[CH:6][C:7]=1[O:8][CH3:9]. The yield is 0.913. (2) The reactants are [F:1][C:2]([F:29])([F:28])[O:3][C:4]1[CH:9]=[CH:8][C:7]([N:10]2[CH:14]=[N:13][C:12]([C:15]3[CH:27]=[CH:26][C:18](/[CH:19]=[N:20]/[NH:21][C:22](SC)=[S:23])=[CH:17][CH:16]=3)=[N:11]2)=[CH:6][CH:5]=1.[CH3:30][N:31]([CH3:39])[C:32]1[CH:37]=[CH:36][CH:35]=[C:34]([NH2:38])[CH:33]=1. The catalyst is CN(C=O)C. The product is [CH3:30][N:31]([CH3:39])[C:32]1[CH:33]=[C:34]([NH:38][C:22]([NH:21][N:20]=[CH:19][C:18]2[CH:17]=[CH:16][C:15]([C:12]3[N:13]=[CH:14][N:10]([C:7]4[CH:6]=[CH:5][C:4]([O:3][C:2]([F:28])([F:1])[F:29])=[CH:9][CH:8]=4)[N:11]=3)=[CH:27][CH:26]=2)=[S:23])[CH:35]=[CH:36][CH:37]=1. The yield is 0.780. (3) The reactants are [CH2:1]([O:8][C:9]([N:11]1[CH2:15][C:14](=[O:16])[CH2:13][N:12]1[C:17](=[O:26])[CH2:18][C:19]1[CH:24]=[CH:23][C:22]([F:25])=[CH:21][CH:20]=1)=[O:10])[C:2]1[CH:7]=[CH:6][CH:5]=[CH:4][CH:3]=1.CCOCC. The catalyst is C1COCC1. The product is [CH2:1]([O:8][C:9]([N:11]1[CH2:15][CH:14]([OH:16])[CH2:13][N:12]1[C:17](=[O:26])[CH2:18][C:19]1[CH:24]=[CH:23][C:22]([F:25])=[CH:21][CH:20]=1)=[O:10])[C:2]1[CH:7]=[CH:6][CH:5]=[CH:4][CH:3]=1. The yield is 0.730. (4) The reactants are C([C@H:4]1[CH2:7][C@H:6]([N:8]2[C:13](=[O:14])[C:12]([CH2:15][C:16]3[CH:21]=[CH:20][C:19]([C:22]4[C:23]([C:28]#[N:29])=[CH:24][CH:25]=[CH:26][CH:27]=4)=[CH:18][CH:17]=3)=[C:11]([CH2:30][CH2:31][CH3:32])[N:10]3[N:33]=[CH:34][N:35]=[C:9]23)[CH2:5]1)(=O)C.O.OO.FC(F)(F)C(OC(=O)C(F)(F)F)=[O:42].C(=O)([O-])O.[Na+].S([O-])([O-])(=O)=S.[Na+].[Na+]. The catalyst is C(Cl)(Cl)Cl. The product is [OH:42][C@H:4]1[CH2:5][C@H:6]([N:8]2[C:13](=[O:14])[C:12]([CH2:15][C:16]3[CH:17]=[CH:18][C:19]([C:22]4[C:23]([C:28]#[N:29])=[CH:24][CH:25]=[CH:26][CH:27]=4)=[CH:20][CH:21]=3)=[C:11]([CH2:30][CH2:31][CH3:32])[N:10]3[N:33]=[CH:34][N:35]=[C:9]23)[CH2:7]1. The yield is 0.230. (5) The reactants are [F:1][C:2]([F:15])([F:14])[C:3]1[CH:12]=[CH:11][C:10]([NH2:13])=[C:9]2[C:4]=1[CH:5]=[CH:6][CH:7]=[N:8]2.[Cl:16][C:17]1[CH:22]=[CH:21][C:20]([S:23](Cl)(=[O:25])=[O:24])=[C:19]([N+:27]([O-:29])=[O:28])[CH:18]=1.N1C=CC=CC=1. The catalyst is C(Cl)Cl. The product is [Cl:16][C:17]1[CH:22]=[CH:21][C:20]([S:23]([NH:13][C:10]2[CH:11]=[CH:12][C:3]([C:2]([F:1])([F:14])[F:15])=[C:4]3[C:9]=2[N:8]=[CH:7][CH:6]=[CH:5]3)(=[O:25])=[O:24])=[C:19]([N+:27]([O-:29])=[O:28])[CH:18]=1. The yield is 0.460. (6) The reactants are Br[C:2]1[CH:7]=[CH:6][N:5]=[C:4]([CH3:8])[CH:3]=1.[F:9][C:10]([F:22])([F:21])[O:11][C:12]1[CH:13]=[C:14](B(O)O)[CH:15]=[CH:16][CH:17]=1.C([O-])([O-])=O.[K+].[K+]. The catalyst is COCCOC.C1C=CC(P(C2C=CC=CC=2)[C-]2C=CC=C2)=CC=1.C1C=CC(P(C2C=CC=CC=2)[C-]2C=CC=C2)=CC=1.Cl[Pd]Cl.[Fe+2].C(Cl)Cl. The product is [CH3:8][C:4]1[CH:3]=[C:2]([C:14]2[CH:15]=[CH:16][CH:17]=[C:12]([O:11][C:10]([F:9])([F:21])[F:22])[CH:13]=2)[CH:7]=[CH:6][N:5]=1. The yield is 0.910.